Dataset: Retrosynthesis with 50K atom-mapped reactions and 10 reaction types from USPTO. Task: Predict the reactants needed to synthesize the given product. (1) Given the product CC(C)(C)OC(=O)NCCCCCN(Cc1cn2ccccc2n1)C1CCCc2cccnc21, predict the reactants needed to synthesize it. The reactants are: CC(C)(C)OC(=O)NCCCCCNC1CCCc2cccnc21.O=Cc1cn2ccccc2n1. (2) Given the product CCCCCC(C=O)CCC, predict the reactants needed to synthesize it. The reactants are: CCCCC=C(C=O)CCC. (3) Given the product COc1ccc(N2C[C@H](C)N[C@H](C)C2)cc1NS(=O)(=O)c1ccc(-c2ccc(C)o2)cc1Cl, predict the reactants needed to synthesize it. The reactants are: COc1ccc(N2C[C@H](C)N[C@H](C)C2)cc1NS(=O)(=O)c1ccc(Br)cc1Cl.Cc1ccc(B(O)O)o1. (4) Given the product CC(C)(C)OC[C@H](NC(=O)c1ccc(-c2cccc(NC(=O)OCC3c4ccccc4-c4ccccc43)c2)cc1)C(=O)OC(C)(C)C, predict the reactants needed to synthesize it. The reactants are: CC(C)(C)OC[C@H](N)C(=O)OC(C)(C)C.O=C(Nc1cccc(-c2ccc(C(=O)O)cc2)c1)OCC1c2ccccc2-c2ccccc21.